From a dataset of Catalyst prediction with 721,799 reactions and 888 catalyst types from USPTO. Predict which catalyst facilitates the given reaction. (1) Reactant: [ClH:1].O.[N:3]1([C:9]2[N:14]=[C:13]([C:15]3[C:16]([C:22]([F:25])([F:24])[F:23])=[CH:17][C:18]([NH2:21])=[N:19][CH:20]=3)[CH:12]=[C:11]([N:26]3[CH2:31][CH2:30][O:29][CH2:28][CH2:27]3)[N:10]=2)[CH2:8][CH2:7][O:6][CH2:5][CH2:4]1. Product: [ClH:1].[N:3]1([C:9]2[N:14]=[C:13]([C:15]3[C:16]([C:22]([F:25])([F:23])[F:24])=[CH:17][C:18]([NH2:21])=[N:19][CH:20]=3)[CH:12]=[C:11]([N:26]3[CH2:27][CH2:28][O:29][CH2:30][CH2:31]3)[N:10]=2)[CH2:4][CH2:5][O:6][CH2:7][CH2:8]1. The catalyst class is: 480. (2) Reactant: [CH2:1]([C:7]1[CH:8]=[C:9]2[C:13](=[CH:14][C:15]=1[O:16]C)[C:12](=[O:18])[CH2:11][CH2:10]2)[CH2:2][CH2:3][CH2:4][CH2:5][CH3:6].[Cl-].[Al+3].[Cl-].[Cl-].C1(C)C=CC=CC=1. Product: [CH2:1]([C:7]1[CH:8]=[C:9]2[C:13](=[CH:14][C:15]=1[OH:16])[C:12](=[O:18])[CH2:11][CH2:10]2)[CH2:2][CH2:3][CH2:4][CH2:5][CH3:6]. The catalyst class is: 6. (3) Product: [Cl:1][C:2]1[N:3]=[C:4]([N:8]2[CH2:9][CH2:10][C:11]([CH3:12])([C:14]3[CH:15]=[CH:16][CH:17]=[CH:18][CH:19]=3)[O:13][C:28]2=[O:30])[CH:20]=[CH:21][N:22]=1.[Cl:1][C:2]1[CH:7]=[CH:6][N:5]=[C:4]([N:8]2[CH2:9][CH2:10][C:11]([CH3:12])([C:14]3[CH:15]=[CH:16][CH:17]=[CH:18][CH:19]=3)[O:13][C:28]2=[O:30])[N:3]=1. Reactant: [Cl:1][C:2]1[CH:7]=[CH:6][N:5]=[C:4]([NH:8][CH2:9][CH2:10][C:11]([C:14]2[CH:19]=[CH:18][CH:17]=[CH:16][CH:15]=2)([OH:13])[CH3:12])[N:3]=1.[CH3:20][CH2:21][N:22](CC)CC.Cl[C:28](Cl)([O:30]C(=O)OC(Cl)(Cl)Cl)Cl. The catalyst class is: 2. (4) Reactant: [Br:1]N1C(=O)CCC1=O.FC(F)(F)C(O)=O.[F:16][C:17]1[C:32]([F:33])=[CH:31][C:20]2[NH:21][C:22]([NH:24][C:25]3[C:29]([CH3:30])=[CH:28][S:27][CH:26]=3)=[N:23][C:19]=2[CH:18]=1. Product: [Br:1][C:26]1[S:27][CH:28]=[C:29]([CH3:30])[C:25]=1[NH:24][C:22]1[NH:21][C:20]2[CH:31]=[C:32]([F:33])[C:17]([F:16])=[CH:18][C:19]=2[N:23]=1. The catalyst class is: 15. (5) Reactant: [N+:1]([C:4]1[CH:5]=[C:6]2[C:10](=[CH:11][CH:12]=1)[NH:9][C:8](=[O:13])[C:7]2=[N:14][N:15]=[CH:16][C:17]1[NH:21][C:20]([CH3:22])=[C:19]([C:23]([NH:25][CH2:26][CH2:27][CH2:28][CH2:29][CH2:30][C:31]([OH:33])=O)=[O:24])[C:18]=1[CH3:34])([O-:3])=[O:2].Cl.C(N=C=NCCCN(C)C)C.O[C:48]1[C:56]2[N:55]=N[NH:53][C:52]=2[CH:51]=[CH:50][CH:49]=1.C(N(CC)CC)C.C1(N)C=CC=CC=1N. Product: [N+:1]([C:4]1[CH:5]=[C:6]2[C:10](=[CH:11][CH:12]=1)[NH:9][C:8](=[O:13])[C:7]2=[N:14][N:15]=[CH:16][C:17]1[NH:21][C:20]([CH3:22])=[C:19]([C:23]([NH:25][CH2:26][CH2:27][CH2:28][CH2:29][CH2:30][C:31]([NH:53][C:52]2[CH:51]=[CH:50][CH:49]=[CH:48][C:56]=2[NH2:55])=[O:33])=[O:24])[C:18]=1[CH3:34])([O-:3])=[O:2]. The catalyst class is: 650. (6) Reactant: [N:1]1[C:6]([C:7]([OH:9])=[O:8])=[CH:5][CH:4]=[CH:3][C:2]=1[C:10]([OH:12])=[O:11].S(=O)(=O)(O)O.[C:18](=O)(O)[O-].[Na+]. Product: [CH3:18][O:11][C:10]([C:2]1[N:1]=[C:6]([C:7]([OH:9])=[O:8])[CH:5]=[CH:4][CH:3]=1)=[O:12]. The catalyst class is: 5. (7) The catalyst class is: 8. Reactant: C(OC(=O)[NH:7][CH2:8][CH2:9][CH2:10][N:11]([CH2:14][C:15]1[C:16]2[C:21]([CH:22]=[C:23]3[C:28]=1[CH:27]=[CH:26][CH:25]=[CH:24]3)=[CH:20][CH:19]=[CH:18][CH:17]=2)[CH2:12][CH3:13])(C)(C)C.[ClH:30]. Product: [ClH:30].[CH:27]1[C:28]2[C:23](=[CH:22][C:21]3[C:16]([C:15]=2[CH2:14][N:11]([CH2:12][CH3:13])[CH2:10][CH2:9][CH2:8][NH2:7])=[CH:17][CH:18]=[CH:19][CH:20]=3)[CH:24]=[CH:25][CH:26]=1. (8) Reactant: [CH3:1][C:2]1[C:3]([SH:11])=[C:4]([CH:8]=[CH:9][CH:10]=1)[C:5]([OH:7])=O.[C:12]([C:14]1[CH:19]=[CH:18][CH:17]=[CH:16][N:15]=1)#[N:13]. Product: [CH3:1][C:2]1[C:3]2[S:11][C:12]([C:14]3[CH:19]=[CH:18][CH:17]=[CH:16][N:15]=3)=[N:13][C:5](=[O:7])[C:4]=2[CH:8]=[CH:9][CH:10]=1. The catalyst class is: 17.